Task: Binary Classification. Given a drug SMILES string, predict its activity (active/inactive) in a high-throughput screening assay against a specified biological target.. Dataset: M1 muscarinic receptor agonist screen with 61,833 compounds (1) The molecule is n1(nc(cc1C)C)c1nc(nc(c1)c1ccccc1)C. The result is 0 (inactive). (2) The molecule is O=C(Nc1c(cccc1C)C)C1(NC(=O)C2N(CCC2)C(OC(C)(C)C)=O)CCCCC1. The result is 0 (inactive). (3) The molecule is Brc1c(S(=O)(=O)N2CCCCC2)cc(Cl)cc1. The result is 0 (inactive). (4) The compound is S(Cc1c(F)cccc1)c1[nH]c2c(n1)nccc2. The result is 0 (inactive). (5) The compound is S(c1nc(c2ccc(F)cc2)cnn1)C. The result is 0 (inactive). (6) The drug is o1c(CNC(=O)c2nn3c(cc(nc3n2)C)C)ccc1. The result is 0 (inactive). (7) The compound is o1c(nnc1c1occc1)c1ccc(NC(=O)Cc2ccccc2)cc1. The result is 0 (inactive). (8) The compound is S(CC(=O)N1CCN(CC1)C(OCC)=O)CC(=O)Nc1scc(n1)c1ccccc1. The result is 0 (inactive). (9) The compound is O=C(NCCc1n(c2c(n1)cccc2)C)C(C)(C)C. The result is 0 (inactive). (10) The drug is O=c1n(c2nc(nc(c2)C)c2ccccc2)ccc(=O)[nH]1. The result is 0 (inactive).